From a dataset of Full USPTO retrosynthesis dataset with 1.9M reactions from patents (1976-2016). Predict the reactants needed to synthesize the given product. (1) Given the product [Cl:18][C:15]1[CH:16]=[CH:17][C:12]([NH:11][S:8]([C:5]2[CH:6]=[CH:7][C:2]([N:85]3[CH2:84][C@H:83]([CH3:82])[O:88][C@H:87]([CH3:89])[CH2:86]3)=[CH:3][CH:4]=2)(=[O:10])=[O:9])=[C:13]([C:19]([C:21]2[CH:22]=[N:23][CH:24]=[CH:25][CH:26]=2)=[O:20])[CH:14]=1, predict the reactants needed to synthesize it. The reactants are: Br[C:2]1[CH:7]=[CH:6][C:5]([S:8]([NH:11][C:12]2[CH:17]=[CH:16][C:15]([Cl:18])=[CH:14][C:13]=2[C:19]([C:21]2[CH:22]=[N:23][CH:24]=[CH:25][CH:26]=2)=[O:20])(=[O:10])=[O:9])=[CH:4][CH:3]=1.O.[O-]P([O-])([O-])=O.[K+].[K+].[K+].C1(P(C2C=CC=CC=2)C2C=CC3C(=CC=CC=3)C=2C2C3C(=CC=CC=3)C=CC=2P(C2C=CC=CC=2)C2C=CC=CC=2)C=CC=CC=1.[CH3:82][C@H:83]1[O:88][C@@H:87]([CH3:89])[CH2:86][NH:85][CH2:84]1. (2) Given the product [Cl:21][C:15]1[CH:16]=[C:17]([NH:18][C:2]2[C:3]3[S:10][C:9]([S:11][CH3:12])=[N:8][C:4]=3[N:5]=[CH:6][N:7]=2)[CH:19]=[CH:20][C:14]=1[F:13], predict the reactants needed to synthesize it. The reactants are: Cl[C:2]1[C:3]2[S:10][C:9]([S:11][CH3:12])=[N:8][C:4]=2[N:5]=[CH:6][N:7]=1.[F:13][C:14]1[CH:20]=[CH:19][C:17]([NH2:18])=[CH:16][C:15]=1[Cl:21].C(N(C(C)C)CC)(C)C. (3) Given the product [CH3:33][N:34]([CH2:5][CH2:4][CH2:3][NH:2][CH3:1])[CH2:9][C:10]([NH:12][C:13]1[CH:18]=[CH:17][C:16]([O:19][C:20]2[CH:25]=[CH:24][CH:23]=[CH:22][CH:21]=2)=[CH:15][CH:14]=1)=[O:11], predict the reactants needed to synthesize it. The reactants are: [CH3:1][NH:2][CH2:3][CH:4](NC)[CH3:5].Br[CH2:9][C:10]([NH:12][C:13]1[CH:18]=[CH:17][C:16]([O:19][C:20]2[CH:25]=[CH:24][CH:23]=[CH:22][CH:21]=2)=[CH:15][CH:14]=1)=[O:11].C(=O)([O-])[O-].[K+].[K+].O.[CH3:33][N:34](C=O)C. (4) Given the product [CH3:15][O:12][CH:10]([CH3:11])[CH:9]([C:3]1[CH:8]=[CH:7][CH:6]=[CH:5][CH:4]=1)[CH3:13], predict the reactants needed to synthesize it. The reactants are: [H-].[Na+].[C:3]1([CH:9]([CH3:13])[CH:10]([OH:12])[CH3:11])[CH:8]=[CH:7][CH:6]=[CH:5][CH:4]=1.I[CH3:15].